This data is from Reaction yield outcomes from USPTO patents with 853,638 reactions. The task is: Predict the reaction yield, written as a fraction of the theoretical maximum amount of product (1.0 means a 100% yield; for example, 0.34 means a 34% yield). (1) The reactants are [CH3:1][C:2]1[C:11]([C:12]([O:14]CC)=O)=[C:10]([N:17]2[CH2:22][CH2:21][CH2:20][CH2:19][CH2:18]2)[C:9]2[C:4](=[N:5][CH:6]=[CH:7][CH:8]=2)[N:3]=1.[OH-].[Na+].Cl.Cl.CN(C)CCCN=C=NCC.O.ON1C2C=CC=CC=2N=N1.CCN(CC)CC.[F:56][C:57]([F:67])([F:66])[C:58]1[CH:59]=[C:60]([CH:63]=[CH:64][CH:65]=1)[CH2:61][NH2:62]. The catalyst is CCO.O. The product is [CH3:1][C:2]1[C:11]([C:12]([NH:62][CH2:61][C:60]2[CH:63]=[CH:64][CH:65]=[C:58]([C:57]([F:56])([F:66])[F:67])[CH:59]=2)=[O:14])=[C:10]([N:17]2[CH2:18][CH2:19][CH2:20][CH2:21][CH2:22]2)[C:9]2[C:4](=[N:5][CH:6]=[CH:7][CH:8]=2)[N:3]=1. The yield is 0.120. (2) The reactants are [OH-].[Na+].Cl[CH2:4][CH:5]([OH:13])[CH2:6][C:7]1[CH:12]=[CH:11][CH:10]=[CH:9][CH:8]=1.S(O)(O)(=O)=O.[NH2:19][CH2:20][CH3:21].C1(C)C=CC=CC=1. The catalyst is O.CO. The product is [CH2:6]([CH:5]1[O:13][CH2:21][CH2:20][NH:19][CH2:4]1)[C:7]1[CH:12]=[CH:11][CH:10]=[CH:9][CH:8]=1. The yield is 0.300. (3) The reactants are O[CH2:2][C:3]1[CH:12]=[N:11][C:10]2[N:9]3[CH2:13][CH2:14][CH2:15][C@H:8]3[C:7](=[O:16])[NH:6][C:5]=2[CH:4]=1.[F:17][C:18]1[CH:23]=[C:22]([F:24])[CH:21]=[CH:20][C:19]=1[N:25]1[CH2:30][CH2:29][NH:28][CH2:27][CH2:26]1.[I-].C(C[P+](C)(C)C)#N.C(N(CC)C(C)C)(C)C. The catalyst is C(#N)CC.CS(C)=O. The product is [F:17][C:18]1[CH:23]=[C:22]([F:24])[CH:21]=[CH:20][C:19]=1[N:25]1[CH2:26][CH2:27][N:28]([CH2:2][C:3]2[CH:12]=[N:11][C:10]3[N:9]4[CH2:13][CH2:14][CH2:15][C@H:8]4[C:7](=[O:16])[NH:6][C:5]=3[CH:4]=2)[CH2:29][CH2:30]1. The yield is 0.231. (4) The reactants are Br[C:2]1[N:6]2[N:7]=[C:8]([Cl:27])[CH:9]=[C:10]([N:11]([CH2:18][C:19]3[CH:24]=[CH:23][C:22]([O:25][CH3:26])=[CH:21][CH:20]=3)[C:12]3[CH:17]=[CH:16][CH:15]=[CH:14][CH:13]=3)[C:5]2=[N:4][CH:3]=1.C([Li])CCC.[C:33](=[O:35])=[O:34]. The catalyst is C1COCC1. The product is [Cl:27][C:8]1[CH:9]=[C:10]([N:11]([CH2:18][C:19]2[CH:24]=[CH:23][C:22]([O:25][CH3:26])=[CH:21][CH:20]=2)[C:12]2[CH:17]=[CH:16][CH:15]=[CH:14][CH:13]=2)[C:5]2[N:6]([C:2]([C:33]([OH:35])=[O:34])=[CH:3][N:4]=2)[N:7]=1. The yield is 0.980. (5) The reactants are F[B-](F)(F)F.[CH3:6][O+:7]([CH3:9])C.[C:10]([NH:14][C:15]1[C:16]([CH3:35])=[N:17][C:18]2[C:23]([N:24]=1)=[C:22]([C:25]1[NH:33][C:32]3[CH2:31][CH2:30][NH:29]C(=O)[C:27]=3[CH:26]=1)[CH:21]=[CH:20][CH:19]=2)([CH3:13])([CH3:12])[CH3:11].CO. The catalyst is C(Cl)Cl. The product is [C:10]([NH:14][C:15]1[C:16]([CH3:35])=[N:17][C:18]2[C:23](=[C:22]([C:25]3[NH:33][C:32]4[CH2:31][CH2:30][N:29]=[C:6]([O:7][CH3:9])[C:27]=4[CH:26]=3)[CH:21]=[CH:20][CH:19]=2)[N:24]=1)([CH3:11])([CH3:13])[CH3:12]. The yield is 0.140. (6) The reactants are Cl[C:2]1[CH:7]=[CH:6][N:5]=[C:4]([C:8]#[N:9])[CH:3]=1.[CH3:10][NH:11][C:12]1[CH:17]=[CH:16][C:15]([OH:18])=[CH:14][C:13]=1[N+:19]([O-:21])=[O:20].C([O-])([O-])=O.[K+].[K+].O. The product is [CH3:10][NH:11][C:12]1[CH:17]=[CH:16][C:15]([O:18][C:2]2[CH:7]=[CH:6][N:5]=[C:4]([C:8]#[N:9])[CH:3]=2)=[CH:14][C:13]=1[N+:19]([O-:21])=[O:20]. The yield is 0.760. The catalyst is CS(C)=O. (7) The reactants are [S:1]1[CH:5]=[CH:4][CH:3]=[C:2]1[Li].[N:7]12[CH2:14][CH2:13][C:10]([C:15]([O:17]CC)=O)([CH2:11][CH2:12]1)[CH2:9][CH2:8]2. The catalyst is C1COCC1. The product is [N:7]12[CH2:8][CH2:9][C:10]([C:15]([C:2]3[S:1][CH:5]=[CH:4][CH:3]=3)([C:2]3[S:1][CH:5]=[CH:4][CH:3]=3)[OH:17])([CH2:11][CH2:12]1)[CH2:13][CH2:14]2. The yield is 0.595. (8) The reactants are [C:1]([C:5]1[CH:29]=[CH:28][C:8]([CH2:9][N:10]2[CH2:14][CH:13]([CH2:15][CH2:16][CH2:17][C:18]3[CH:23]=[CH:22][C:21]([OH:24])=[C:20]([CH3:25])[CH:19]=3)[N:12]([CH3:26])[C:11]2=[O:27])=[CH:7][CH:6]=1)([CH3:4])([CH3:3])[CH3:2].Br[C:31]([CH3:38])([CH3:37])[C:32]([O:34][CH2:35][CH3:36])=[O:33].C(=O)([O-])[O-].[K+].[K+]. The catalyst is CN(C=O)C.C(OCC)(=O)C. The product is [CH2:35]([O:34][C:32](=[O:33])[C:31]([O:24][C:21]1[CH:22]=[CH:23][C:18]([CH2:17][CH2:16][CH2:15][CH:13]2[CH2:14][N:10]([CH2:9][C:8]3[CH:28]=[CH:29][C:5]([C:1]([CH3:4])([CH3:2])[CH3:3])=[CH:6][CH:7]=3)[C:11](=[O:27])[N:12]2[CH3:26])=[CH:19][C:20]=1[CH3:25])([CH3:38])[CH3:37])[CH3:36]. The yield is 0.880. (9) The reactants are [NH2:1][C@@H:2]([CH2:7][C:8]1[CH:13]=[CH:12][C:11]([C:14]2[CH:19]=[CH:18][CH:17]=[C:16]([CH2:20][NH:21][CH2:22][C:23](=[O:30])[C:24]3[CH:29]=[CH:28][CH:27]=[CH:26][CH:25]=3)[CH:15]=2)=[CH:10][CH:9]=1)[C:3]([O:5][CH3:6])=[O:4].[C:31]([CH2:39][C:40](=O)[CH3:41])(=[O:38])[C:32]1[CH:37]=[CH:36][CH:35]=[CH:34][CH:33]=1. The catalyst is CO. The product is [C:23]([CH2:22][NH:21][CH2:20][C:16]1[CH:15]=[C:14]([C:11]2[CH:10]=[CH:9][C:8]([CH2:7][C@H:2]([NH:1][C:40]([CH3:41])=[CH:39][C:31](=[O:38])[C:32]3[CH:37]=[CH:36][CH:35]=[CH:34][CH:33]=3)[C:3]([O:5][CH3:6])=[O:4])=[CH:13][CH:12]=2)[CH:19]=[CH:18][CH:17]=1)(=[O:30])[C:24]1[CH:25]=[CH:26][CH:27]=[CH:28][CH:29]=1. The yield is 0.700.